This data is from Catalyst prediction with 721,799 reactions and 888 catalyst types from USPTO. The task is: Predict which catalyst facilitates the given reaction. (1) Reactant: [H-].[Na+].[C:3](=[N:6][OH:7])([NH2:5])[CH3:4].[CH:8]([C:10]1[C:15]([C:16](OC)=O)=[CH:14][CH:13]=[C:12]([CH3:20])[N:11]=1)=[CH2:9].C([O-])(O)=O.[Na+]. Product: [CH:8]([C:10]1[C:15]([C:16]2[O:7][N:6]=[C:3]([CH3:4])[N:5]=2)=[CH:14][CH:13]=[C:12]([CH3:20])[N:11]=1)=[CH2:9]. The catalyst class is: 1. (2) Reactant: CO[C:3]([CH:5]1[CH2:10][CH2:9][N:8]([C:11]([O:13][C:14]([CH3:17])([CH3:16])[CH3:15])=[O:12])[CH2:7][CH2:6]1)=[O:4].C[Si](C)(C)N[Si](C)(C)C.[K].[C:28](Cl)(=O)[C:29]1[CH:34]=[CH:33][CH:32]=[CH:31][CH:30]=1.O.[NH2:38][NH2:39]. Product: [C:14]([O:13][C:11]([N:8]1[CH2:7][CH2:6][C:5]2([C:28]([C:29]3[CH:34]=[CH:33][CH:32]=[CH:31][CH:30]=3)=[N:39][NH:38][C:3]2=[O:4])[CH2:10][CH2:9]1)=[O:12])([CH3:15])([CH3:16])[CH3:17]. The catalyst class is: 56. (3) Reactant: [Br:1][C:2]1[CH:3]=[N:4][CH:5]=[C:6]([CH:13]=1)[C:7](N(OC)C)=[O:8].[CH3:14][Mg+].[Br-]. Product: [Br:1][C:2]1[CH:13]=[C:6]([C:7](=[O:8])[CH3:14])[CH:5]=[N:4][CH:3]=1. The catalyst class is: 1. (4) Reactant: [CH:1]1[C:13]2[CH:12]([CH2:14][O:15][C:16]([NH:18][C@@H:19]([CH:39]([CH3:41])[CH3:40])[C:20]([NH:22][C@@H:23]([CH2:27][CH2:28][CH2:29][CH2:30][NH:31][C:32]([O:34][C:35]([CH3:38])([CH3:37])[CH3:36])=[O:33])[C:24]([OH:26])=[O:25])=[O:21])=[O:17])[C:11]3[C:6](=[CH:7][CH:8]=[CH:9][CH:10]=3)[C:5]=2[CH:4]=[CH:3][CH:2]=1.CCN(C(C)C)C(C)C.[CH:51]1[CH:56]=[CH:55][C:54]([CH2:57]Br)=[CH:53][CH:52]=1.O. Product: [CH:10]1[C:11]2[CH:12]([CH2:14][O:15][C:16]([NH:18][C@@H:19]([CH:39]([CH3:41])[CH3:40])[C:20]([NH:22][C@@H:23]([CH2:27][CH2:28][CH2:29][CH2:30][NH:31][C:32]([O:34][C:35]([CH3:36])([CH3:38])[CH3:37])=[O:33])[C:24]([O:26][CH2:57][C:54]3[CH:55]=[CH:56][CH:51]=[CH:52][CH:53]=3)=[O:25])=[O:21])=[O:17])[C:13]3[C:5](=[CH:4][CH:3]=[CH:2][CH:1]=3)[C:6]=2[CH:7]=[CH:8][CH:9]=1. The catalyst class is: 3. (5) Reactant: [CH:1]([N:4](CC)C(C)C)(C)C.[Cl:10][C:11]1[CH:19]=[C:18]([C:20]2[CH:21]=[N:22][C:23]3[N:24]([C:26]([C:29]4([C:32]5[CH:33]=[C:34]6[C:39](=[CH:40][CH:41]=5)[N:38]=[CH:37][CH:36]=[CH:35]6)[CH2:31][CH2:30]4)=[CH:27][N:28]=3)[CH:25]=2)[CH:17]=[CH:16][C:12]=1[C:13](O)=[O:14].CN.F[P-](F)(F)(F)(F)F.N1(O[P+](N(C)C)(N(C)C)N(C)C)C2C=CC=CC=2N=N1. Product: [Cl:10][C:11]1[CH:19]=[C:18]([C:20]2[CH:21]=[N:22][C:23]3[N:24]([C:26]([C:29]4([C:32]5[CH:33]=[C:34]6[C:39](=[CH:40][CH:41]=5)[N:38]=[CH:37][CH:36]=[CH:35]6)[CH2:31][CH2:30]4)=[CH:27][N:28]=3)[CH:25]=2)[CH:17]=[CH:16][C:12]=1[C:13]([NH:4][CH3:1])=[O:14]. The catalyst class is: 9. (6) Product: [O:32]=[C:27]1[CH2:28][CH2:29][C:30](=[O:31])[N:26]1[O:23][C:22](=[O:24])[CH2:21][CH2:20][CH2:19][C:17](=[O:18])[NH:16][C:13]1[CH:12]=[CH:11][C:10]2[S:9][C:8]3[C:3](=[CH:4][CH:5]=[CH:6][CH:7]=3)[C:2](=[O:1])[C:15]=2[CH:14]=1. Reactant: [O:1]=[C:2]1[C:15]2[CH:14]=[C:13]([NH:16][C:17]([CH2:19][CH2:20][CH2:21][C:22]([OH:24])=[O:23])=[O:18])[CH:12]=[CH:11][C:10]=2[S:9][C:8]2[C:3]1=[CH:4][CH:5]=[CH:6][CH:7]=2.O[N:26]1[C:30](=[O:31])[CH2:29][CH2:28][C:27]1=[O:32].C(Cl)CCl. The catalyst class is: 1. (7) Reactant: C[Si]([N-][Si](C)(C)C)(C)C.[Li+].C1(C)C=CC=CC=1.[Cl:18][C:19]1[C:23]([S:24](=[O:33])(=[O:32])[NH:25][C@H:26]([CH3:31])[C:27]([F:30])([F:29])[F:28])=[C:22]([CH3:34])[N:21]([CH3:35])[C:20]=1[C:36]([O:38]CC)=O.[NH2:41][C:42]1[CH:43]=[CH:44][C:45]([F:50])=[C:46]([CH:49]=1)[C:47]#[N:48]. Product: [Cl:18][C:19]1[C:23]([S:24](=[O:33])(=[O:32])[NH:25][C@H:26]([CH3:31])[C:27]([F:30])([F:29])[F:28])=[C:22]([CH3:34])[N:21]([CH3:35])[C:20]=1[C:36]([NH:41][C:42]1[CH:43]=[CH:44][C:45]([F:50])=[C:46]([C:47]#[N:48])[CH:49]=1)=[O:38]. The catalyst class is: 1. (8) Reactant: [Cl:1][C:2]1[CH:7]=[CH:6][C:5]([NH:8][C:9](=[O:14])[C:10]([CH3:13])([CH3:12])[CH3:11])=[CH:4][CH:3]=1.[Cl:15][C:16]1[CH:21]=[CH:20][C:19](/[CH:22]=[CH:23]/[CH2:24][N:25]2[CH2:30][CH2:29][C:28](=[O:31])[CH2:27][CH2:26]2)=[CH:18][CH:17]=1.Cl. Product: [Cl:1][C:2]1[CH:3]=[CH:4][C:5]([NH:8][C:9](=[O:14])[C:10]([CH3:11])([CH3:13])[CH3:12])=[C:6]([C:28]2([OH:31])[CH2:27][CH2:26][N:25]([CH2:24]/[CH:23]=[CH:22]/[C:19]3[CH:18]=[CH:17][C:16]([Cl:15])=[CH:21][CH:20]=3)[CH2:30][CH2:29]2)[CH:7]=1. The catalyst class is: 323. (9) Reactant: [N:1]1([C:8]2[CH:16]=[CH:15][C:11]([C:12]([OH:14])=O)=[CH:10][CH:9]=2)[CH2:6][CH2:5][O:4][CH2:3][C:2]1=[O:7].CCN(C(C)C)C(C)C.Cl.[Cl:27][C:28]1[CH:39]=[CH:38][C:31]2[NH:32][C:33]([C@@H:35]([NH2:37])[CH3:36])=[N:34][C:30]=2[CH:29]=1. Product: [Cl:27][C:28]1[CH:39]=[CH:38][C:31]2[NH:32][C:33]([C@@H:35]([NH:37][C:12](=[O:14])[C:11]3[CH:10]=[CH:9][C:8]([N:1]4[CH2:6][CH2:5][O:4][CH2:3][C:2]4=[O:7])=[CH:16][CH:15]=3)[CH3:36])=[N:34][C:30]=2[CH:29]=1. The catalyst class is: 3. (10) Reactant: [Cl:1][CH:2]([Cl:17])[C:3](=O)[CH2:4][C:5]([C:7]1[CH:12]=[CH:11][C:10]([O:13][CH3:14])=[C:9]([F:15])[CH:8]=1)=O.[CH:18]1[C:23]([NH:24][NH2:25])=[CH:22][CH:21]=[C:20]([S:26]([NH2:29])(=[O:28])=[O:27])[CH:19]=1.Cl.O. Product: [Cl:1][CH:2]([Cl:17])[C:3]1[CH:4]=[C:5]([C:7]2[CH:12]=[CH:11][C:10]([O:13][CH3:14])=[C:9]([F:15])[CH:8]=2)[N:24]([C:23]2[CH:18]=[CH:19][C:20]([S:26]([NH2:29])(=[O:28])=[O:27])=[CH:21][CH:22]=2)[N:25]=1. The catalyst class is: 8.